Dataset: Forward reaction prediction with 1.9M reactions from USPTO patents (1976-2016). Task: Predict the product of the given reaction. The product is: [Cl:1][C:2]1[CH:11]=[CH:10][C:5]([C:6]([OH:8])=[O:7])=[C:4]([CH2:12][N:13]2[N:17]=[N:16][C:15]([CH3:18])=[N:14]2)[CH:3]=1. Given the reactants [Cl:1][C:2]1[CH:11]=[CH:10][C:5]([C:6]([O:8]C)=[O:7])=[C:4]([CH2:12][N:13]2[N:17]=[N:16][C:15]([CH3:18])=[N:14]2)[CH:3]=1.[OH-].[Na+], predict the reaction product.